This data is from Reaction yield outcomes from USPTO patents with 853,638 reactions. The task is: Predict the reaction yield, written as a fraction of the theoretical maximum amount of product (1.0 means a 100% yield; for example, 0.34 means a 34% yield). The reactants are Cl.[CH2:2]1[C:7]2([CH2:12][CH2:11][NH:10][CH2:9][CH2:8]2)[CH2:6][CH2:5][N:4]([C:13]([O:15][C:16]([CH3:19])([CH3:18])[CH3:17])=[O:14])[CH2:3]1.[CH3:20][O:21][C:22]1[CH:36]=[CH:35][CH:34]=[CH:33][C:23]=1[O:24][C:25]1[CH:26]=[C:27]([CH:30]=[CH:31][CH:32]=1)[CH:28]=O.C(N(CC)CC)C.C(O[BH-](OC(=O)C)OC(=O)C)(=O)C.[Na+]. The catalyst is C(#N)C. The product is [CH3:20][O:21][C:22]1[CH:36]=[CH:35][CH:34]=[CH:33][C:23]=1[O:24][C:25]1[CH:26]=[C:27]([CH:30]=[CH:31][CH:32]=1)[CH2:28][N:10]1[CH2:11][CH2:12][C:7]2([CH2:2][CH2:3][N:4]([C:13]([O:15][C:16]([CH3:19])([CH3:18])[CH3:17])=[O:14])[CH2:5][CH2:6]2)[CH2:8][CH2:9]1. The yield is 0.640.